This data is from Reaction yield outcomes from USPTO patents with 853,638 reactions. The task is: Predict the reaction yield, written as a fraction of the theoretical maximum amount of product (1.0 means a 100% yield; for example, 0.34 means a 34% yield). (1) The reactants are Br[C:2]1[CH:7]=[CH:6][CH:5]=[CH:4][CH:3]=1.[Mg].II.[CH:11]([C:13]1[C:21]2[O:20][CH2:19][CH:18]([C:22]3[CH:27]=[CH:26][C:25]([CH:28]([CH3:30])[CH3:29])=[CH:24][CH:23]=3)[C:17]=2[C:16]([CH3:31])=[C:15]([NH:32][C:33](=[O:39])[CH2:34][C:35]([CH3:38])([CH3:37])[CH3:36])[C:14]=1[CH3:40])=[O:12]. The catalyst is C1COCC1. The product is [OH:12][CH:11]([C:2]1[CH:7]=[CH:6][CH:5]=[CH:4][CH:3]=1)[C:13]1[C:21]2[O:20][CH2:19][CH:18]([C:22]3[CH:27]=[CH:26][C:25]([CH:28]([CH3:30])[CH3:29])=[CH:24][CH:23]=3)[C:17]=2[C:16]([CH3:31])=[C:15]([NH:32][C:33](=[O:39])[CH2:34][C:35]([CH3:38])([CH3:37])[CH3:36])[C:14]=1[CH3:40]. The yield is 0.990. (2) The reactants are CS[S:3][CH3:4].N[C:6]1[N:10]([C:11]2[CH:25]=[CH:24][C:14]([C:15]([NH:17][CH:18]([CH3:23])[C:19]([F:22])([F:21])[F:20])=[O:16])=[C:13]([CH3:26])[CH:12]=2)[N:9]=[C:8]([C:27]([F:30])([F:29])[F:28])[C:7]=1[C:31]1[CH:36]=[C:35]([Cl:37])[CH:34]=[C:33]([Cl:38])[CH:32]=1.N(OC(C)(C)C)=O.O. The catalyst is C(Cl)(Cl)Cl. The product is [Cl:38][C:33]1[CH:32]=[C:31]([C:7]2[C:8]([C:27]([F:30])([F:28])[F:29])=[N:9][N:10]([C:11]3[CH:25]=[CH:24][C:14]([C:15]([NH:17][CH:18]([CH3:23])[C:19]([F:21])([F:22])[F:20])=[O:16])=[C:13]([CH3:26])[CH:12]=3)[C:6]=2[S:3][CH3:4])[CH:36]=[C:35]([Cl:37])[CH:34]=1. The yield is 0.390. (3) The reactants are [CH:1]1([C@H:7]([OH:20])[CH2:8][CH2:9][C@@H:10]2[C@@H:17]3[C@@H:13]([O:14][C:15](=[O:18])[CH2:16]3)[CH2:12][C@H:11]2[OH:19])[CH2:6][CH2:5][CH2:4][CH2:3][CH2:2]1.[O:21]1[CH:26]=[CH:25][CH2:24][CH2:23][CH2:22]1. The catalyst is C(Cl)Cl.CC1C=CC(S(O)(=O)=O)=CC=1. The product is [CH:1]1([C@H:7]([O:20][CH:22]2[CH2:23][CH2:24][CH2:25][CH2:26][O:21]2)[CH2:8][CH2:9][C@@H:10]2[C@@H:17]3[C@@H:13]([O:14][C:15](=[O:18])[CH2:16]3)[CH2:12][C@H:11]2[O:19][CH:26]2[CH2:25][CH2:24][CH2:23][CH2:22][O:21]2)[CH2:6][CH2:5][CH2:4][CH2:3][CH2:2]1. The yield is 0.890. (4) The reactants are [F:1][C:2]([F:8])=[C:3]([CH3:7])[CH2:4][CH2:5][OH:6].[CH3:9][S:10](Cl)(=[O:12])=[O:11].C(N(CC)CC)C. The catalyst is O1CCCC1. The product is [CH3:9][S:10]([O:6][CH2:5][CH2:4][C:3]([CH3:7])=[C:2]([F:8])[F:1])(=[O:12])=[O:11]. The yield is 0.990. (5) The reactants are CCN(C(C)C)C(C)C.[F:10][C:11]1[CH:16]=[CH:15][C:14]([C:17]2[O:18][C:19]3[CH:29]=[CH:28][C:27]([C:30]4[CH:31]=[C:32]([CH:42]=[CH:43][CH:44]=4)[C:33]([NH:35][C:36]([CH3:41])([CH3:40])[C:37]([OH:39])=O)=[O:34])=[CH:26][C:20]=3[C:21]=2[C:22](=[O:25])[NH:23][CH3:24])=[CH:13][CH:12]=1.[CH3:45][C:46]1[CH:50]=[C:49]([NH2:51])[O:48][N:47]=1.[H-].[Na+]. The catalyst is CN(C=O)C.CO. The product is [F:10][C:11]1[CH:16]=[CH:15][C:14]([C:17]2[O:18][C:19]3[CH:29]=[CH:28][C:27]([C:30]4[CH:44]=[CH:43][CH:42]=[C:32]([C:33](=[O:34])[NH:35][C:36]([CH3:41])([CH3:40])[C:37]([NH:51][C:49]5[O:48][N:47]=[C:46]([CH3:45])[CH:50]=5)=[O:39])[CH:31]=4)=[CH:26][C:20]=3[C:21]=2[C:22]([NH:23][CH3:24])=[O:25])=[CH:13][CH:12]=1. The yield is 0.110. (6) The reactants are [C:1]([NH:4][NH:5][C:6](=O)[CH2:7][O:8][C@H:9]1[CH2:14][CH2:13][C@H:12]([N:15]2[C:20](=[O:21])[C:19]([CH2:22][C:23]3[CH:28]=[CH:27][C:26]([C:29]4[CH:34]=[CH:33][CH:32]=[CH:31][C:30]=4[C:35]#[N:36])=[CH:25][CH:24]=3)=[C:18]([CH2:37][CH2:38][CH3:39])[N:17]3[N:40]=[CH:41][N:42]=[C:16]23)[CH2:11][CH2:10]1)(=[O:3])[CH3:2].CC1C=CC(S(Cl)(=O)=O)=CC=1.N1C=CC=CC=1.Cl. The product is [CH3:2][C:1]1[O:3][C:6]([CH2:7][O:8][C@H:9]2[CH2:14][CH2:13][C@H:12]([N:15]3[C:20](=[O:21])[C:19]([CH2:22][C:23]4[CH:28]=[CH:27][C:26]([C:29]5[C:30]([C:35]#[N:36])=[CH:31][CH:32]=[CH:33][CH:34]=5)=[CH:25][CH:24]=4)=[C:18]([CH2:37][CH2:38][CH3:39])[N:17]4[N:40]=[CH:41][N:42]=[C:16]34)[CH2:11][CH2:10]2)=[N:5][N:4]=1. The catalyst is C(OCC)(=O)C. The yield is 0.600. (7) The reactants are [CH3:1][O:2][C:3]1[C:12]2[N:11]=[N:10][C:9]3=[C:13]([CH3:16])[N:14]=[CH:15][N:8]3[C:7]=2[N:6]=[CH:5][CH:4]=1.[Br:17]NC(=O)CCC(N)=O.O. The catalyst is C(#N)C. The product is [Br:17][C:15]1[N:8]2[C:9]([N:10]=[N:11][C:12]3[C:3]([O:2][CH3:1])=[CH:4][CH:5]=[N:6][C:7]=32)=[C:13]([CH3:16])[N:14]=1. The yield is 0.760. (8) The reactants are FC(F)(F)S(O[C:7]1[CH2:8][CH2:9][N:10]([C:13]2[N:18]=[CH:17][CH:16]=[CH:15][N:14]=2)[CH2:11][CH:12]=1)(=O)=O.[B:21]1([B:21]2[O:25][C:24]([CH3:27])([CH3:26])[C:23]([CH3:29])([CH3:28])[O:22]2)[O:25][C:24]([CH3:27])([CH3:26])[C:23]([CH3:29])([CH3:28])[O:22]1.C([O-])(=O)C.[K+]. The catalyst is C1(P(C2C=CC=CC=2)[C-]2C=CC=C2)C=CC=CC=1.[C-]1(P(C2C=CC=CC=2)C2C=CC=CC=2)C=CC=C1.[Fe+2]. The product is [CH3:28][C:23]1([CH3:29])[C:24]([CH3:27])([CH3:26])[O:25][B:21]([C:7]2[CH2:8][CH2:9][N:10]([C:13]3[N:18]=[CH:17][CH:16]=[CH:15][N:14]=3)[CH2:11][CH:12]=2)[O:22]1. The yield is 0.754. (9) The reactants are [CH:1]1([N:4]2[C:12]3[C:7](=[CH:8][C:9]([N+:13]([O-])=O)=[CH:10][CH:11]=3)[CH2:6][C:5]2=[O:16])[CH2:3][CH2:2]1.[Cl-].[NH4+]. The catalyst is C(O)C.O.ClCCl.[Fe]. The product is [NH2:13][C:9]1[CH:8]=[C:7]2[C:12](=[CH:11][CH:10]=1)[N:4]([CH:1]1[CH2:2][CH2:3]1)[C:5](=[O:16])[CH2:6]2. The yield is 0.910.